Predict the product of the given reaction. From a dataset of Forward reaction prediction with 1.9M reactions from USPTO patents (1976-2016). Given the reactants [Cl:1][C:2]1[C:3]([OH:21])=[C:4]([CH3:20])[C:5]([OH:19])=[C:6]([C:8](=[O:18])[CH2:9][C:10]2[CH:15]=[CH:14][C:13]([O:16][CH3:17])=[CH:12][CH:11]=2)[CH:7]=1.CN(C=O)C.C([O-])([O-])=O.[K+].[K+].[C:33](OC(=O)C)(=O)[CH3:34], predict the reaction product. The product is: [Cl:1][C:2]1[CH:7]=[C:6]2[C:5](=[C:4]([CH3:20])[C:3]=1[OH:21])[O:19][C:33]([CH3:34])=[C:9]([C:10]1[CH:11]=[CH:12][C:13]([O:16][CH3:17])=[CH:14][CH:15]=1)[CH:8]2[OH:18].